Dataset: Full USPTO retrosynthesis dataset with 1.9M reactions from patents (1976-2016). Task: Predict the reactants needed to synthesize the given product. (1) The reactants are: [C:1]1([CH3:20])[CH:6]=[CH:5][C:4]([O:7][CH:8]([C:10]2[CH:19]=[CH:18][C:13]([C:14]([O:16]C)=[O:15])=[CH:12][CH:11]=2)[CH3:9])=[CH:3][CH:2]=1.O.[OH-].[Li+].O1CCCC1.CO. Given the product [C:1]1([CH3:20])[CH:2]=[CH:3][C:4]([O:7][CH:8]([C:10]2[CH:11]=[CH:12][C:13]([C:14]([OH:16])=[O:15])=[CH:18][CH:19]=2)[CH3:9])=[CH:5][CH:6]=1, predict the reactants needed to synthesize it. (2) Given the product [CH2:13]([N:3]1[C:2](=[O:1])[CH:10]=[CH:9][C:5]([C:6]([OH:8])=[O:7])=[CH:4]1)[C:14]1[CH:19]=[CH:18][CH:17]=[CH:16][CH:15]=1, predict the reactants needed to synthesize it. The reactants are: [OH:1][C:2]1[CH:10]=[CH:9][C:5]([C:6]([OH:8])=[O:7])=[CH:4][N:3]=1.[OH-].[K+].[CH2:13](Br)[C:14]1[CH:19]=[CH:18][CH:17]=[CH:16][CH:15]=1.